From a dataset of Forward reaction prediction with 1.9M reactions from USPTO patents (1976-2016). Predict the product of the given reaction. Given the reactants [Cl:1][C:2]1[CH:7]=[CH:6][C:5]([NH:8][C:9](=[O:12])OC)=[C:4]([C:13]#[N:14])[CH:3]=1.[CH:15]([NH:17]N)=O.C[N:20]1CCCC1=O, predict the reaction product. The product is: [Cl:1][C:2]1[CH:7]=[CH:6][C:5]2[NH:8][C:9](=[O:12])[N:14]3[N:20]=[CH:15][N:17]=[C:13]3[C:4]=2[CH:3]=1.